This data is from NCI-60 drug combinations with 297,098 pairs across 59 cell lines. The task is: Regression. Given two drug SMILES strings and cell line genomic features, predict the synergy score measuring deviation from expected non-interaction effect. Drug 1: CC(C1=C(C=CC(=C1Cl)F)Cl)OC2=C(N=CC(=C2)C3=CN(N=C3)C4CCNCC4)N. Drug 2: CN(C)C1=NC(=NC(=N1)N(C)C)N(C)C. Cell line: OVCAR-5. Synergy scores: CSS=5.47, Synergy_ZIP=-0.590, Synergy_Bliss=3.27, Synergy_Loewe=-7.95, Synergy_HSA=-0.872.